Task: Predict the reactants needed to synthesize the given product.. Dataset: Full USPTO retrosynthesis dataset with 1.9M reactions from patents (1976-2016) Given the product [C:1]([O:5][C:6]([C@@:8]1([CH2:31][C:32]([OH:34])=[O:33])[C@@H:12]([CH2:13][OH:14])[C:11](=[O:22])[N:10]([C@@H:23]([C:25]2[CH:26]=[CH:27][CH:28]=[CH:29][CH:30]=2)[CH3:24])[CH2:9]1)=[O:7])([CH3:2])([CH3:3])[CH3:4], predict the reactants needed to synthesize it. The reactants are: [C:1]([O:5][C:6]([C@@:8]1([CH2:31][C:32]([OH:34])=[O:33])[C@@H:12]([CH2:13][O:14]CC2C=CC=CC=2)[C:11](=[O:22])[N:10]([C@@H:23]([C:25]2[CH:30]=[CH:29][CH:28]=[CH:27][CH:26]=2)[CH3:24])[CH2:9]1)=[O:7])([CH3:4])([CH3:3])[CH3:2].[H][H].